Dataset: Full USPTO retrosynthesis dataset with 1.9M reactions from patents (1976-2016). Task: Predict the reactants needed to synthesize the given product. The reactants are: [C:1]([O:5][C:6]([N:8]1[CH2:13][CH2:12][N:11]2[C:14]([CH2:17][CH2:18][CH3:19])=[N:15][CH:16]=[C:10]2[CH:9]1[CH2:20][CH2:21][C:22]1[CH:27]=[CH:26][C:25]([C:28]([F:31])([F:30])[F:29])=[CH:24][CH:23]=1)=[O:7])([CH3:4])([CH3:3])[CH3:2].C(Cl)[Cl:33].CO. Given the product [C:1]([O:5][C:6]([N:8]1[CH2:13][CH2:12][N:11]2[C:14]([CH2:17][CH2:18][CH3:19])=[N:15][C:16]([Cl:33])=[C:10]2[CH:9]1[CH2:20][CH2:21][C:22]1[CH:23]=[CH:24][C:25]([C:28]([F:29])([F:30])[F:31])=[CH:26][CH:27]=1)=[O:7])([CH3:2])([CH3:3])[CH3:4], predict the reactants needed to synthesize it.